Dataset: NCI-60 drug combinations with 297,098 pairs across 59 cell lines. Task: Regression. Given two drug SMILES strings and cell line genomic features, predict the synergy score measuring deviation from expected non-interaction effect. (1) Drug 1: CC(C1=C(C=CC(=C1Cl)F)Cl)OC2=C(N=CC(=C2)C3=CN(N=C3)C4CCNCC4)N. Drug 2: C1CC(=O)NC(=O)C1N2C(=O)C3=CC=CC=C3C2=O. Cell line: PC-3. Synergy scores: CSS=4.91, Synergy_ZIP=-2.29, Synergy_Bliss=1.05, Synergy_Loewe=-2.50, Synergy_HSA=1.21. (2) Drug 1: C(CC(=O)O)C(=O)CN.Cl. Drug 2: B(C(CC(C)C)NC(=O)C(CC1=CC=CC=C1)NC(=O)C2=NC=CN=C2)(O)O. Cell line: OVCAR-4. Synergy scores: CSS=39.1, Synergy_ZIP=-1.03, Synergy_Bliss=1.52, Synergy_Loewe=-30.7, Synergy_HSA=0.803.